This data is from TCR-epitope binding with 47,182 pairs between 192 epitopes and 23,139 TCRs. The task is: Binary Classification. Given a T-cell receptor sequence (or CDR3 region) and an epitope sequence, predict whether binding occurs between them. The epitope is LSDDAVVCFNSTY. The TCR CDR3 sequence is CASSSPIGSGNTIYF. Result: 0 (the TCR does not bind to the epitope).